The task is: Predict the reactants needed to synthesize the given product.. This data is from Full USPTO retrosynthesis dataset with 1.9M reactions from patents (1976-2016). Given the product [Cl:1][C:2]1[CH:7]=[CH:6][C:5]([S:8]([N:11]2[CH:19]3[CH2:20][CH2:21][CH2:22][CH:12]2[C:13]2[C:17]([CH2:18]3)=[N:16][N:15]([C:23](=[O:27])[CH:24]([CH3:26])[CH3:25])[CH:14]=2)(=[O:9])=[O:10])=[CH:4][CH:3]=1, predict the reactants needed to synthesize it. The reactants are: [Cl:1][C:2]1[CH:7]=[CH:6][C:5]([S:8]([N:11]2[CH:19]3[CH2:20][CH2:21][CH2:22][CH:12]2[C:13]2[CH:14]=[N:15][NH:16][C:17]=2[CH2:18]3)(=[O:10])=[O:9])=[CH:4][CH:3]=1.[C:23](Cl)(=[O:27])[CH:24]([CH3:26])[CH3:25].